This data is from NCI-60 drug combinations with 297,098 pairs across 59 cell lines. The task is: Regression. Given two drug SMILES strings and cell line genomic features, predict the synergy score measuring deviation from expected non-interaction effect. (1) Drug 1: CN1C2=C(C=C(C=C2)N(CCCl)CCCl)N=C1CCCC(=O)O.Cl. Drug 2: CCCCCOC(=O)NC1=NC(=O)N(C=C1F)C2C(C(C(O2)C)O)O. Cell line: SK-MEL-28. Synergy scores: CSS=9.21, Synergy_ZIP=2.64, Synergy_Bliss=7.60, Synergy_Loewe=-1.51, Synergy_HSA=3.35. (2) Drug 1: COC1=NC(=NC2=C1N=CN2C3C(C(C(O3)CO)O)O)N. Drug 2: CCC1(CC2CC(C3=C(CCN(C2)C1)C4=CC=CC=C4N3)(C5=C(C=C6C(=C5)C78CCN9C7C(C=CC9)(C(C(C8N6C)(C(=O)OC)O)OC(=O)C)CC)OC)C(=O)OC)O.OS(=O)(=O)O. Cell line: MDA-MB-435. Synergy scores: CSS=23.5, Synergy_ZIP=-9.70, Synergy_Bliss=-11.0, Synergy_Loewe=-23.3, Synergy_HSA=-7.83.